Dataset: Reaction yield outcomes from USPTO patents with 853,638 reactions. Task: Predict the reaction yield, written as a fraction of the theoretical maximum amount of product (1.0 means a 100% yield; for example, 0.34 means a 34% yield). (1) The catalyst is C(C#N)(C)=O. The reactants are [CH3:1][O:2][C:3]1[CH:4]=[C:5]2[C:10](=[CH:11][C:12]=1[O:13][CH3:14])[N:9]=[CH:8][CH:7]=[C:6]2[O:15][C:16]1[C:25]([F:26])=[CH:24][C:19]2[N:20]=[C:21]([NH2:23])[S:22][C:18]=2[CH:17]=1.CCN(CC)CC.[C:34]1([CH2:40][C:41](Cl)=[O:42])[CH:39]=[CH:38][CH:37]=[CH:36][CH:35]=1.C1COCC1. The product is [CH3:1][O:2][C:3]1[CH:4]=[C:5]2[C:10](=[CH:11][C:12]=1[O:13][CH3:14])[N:9]=[CH:8][CH:7]=[C:6]2[O:15][C:16]1[C:25]([F:26])=[CH:24][C:19]2[N:20]=[C:21]([NH:23][C:41](=[O:42])[CH2:40][C:34]3[CH:39]=[CH:38][CH:37]=[CH:36][CH:35]=3)[S:22][C:18]=2[CH:17]=1. The yield is 0.590. (2) The reactants are [Br:1][C:2]1[C:3]([NH:23][S:24]([CH3:27])(=[O:26])=[O:25])=[CH:4][C:5]2[O:9][C:8]([C:10]3[CH:15]=[CH:14][C:13]([F:16])=[CH:12][C:11]=3[F:17])=[C:7]([C:18]([NH:20][CH3:21])=[O:19])[C:6]=2[CH:22]=1.[C:28]([O-])([O-])=O.[K+].[K+].N[C@H](C(O)=O)CCSC. The catalyst is CN(C=O)C. The product is [Br:1][C:2]1[C:3]([N:23]([CH3:28])[S:24]([CH3:27])(=[O:25])=[O:26])=[CH:4][C:5]2[O:9][C:8]([C:10]3[CH:15]=[CH:14][C:13]([F:16])=[CH:12][C:11]=3[F:17])=[C:7]([C:18]([NH:20][CH3:21])=[O:19])[C:6]=2[CH:22]=1. The yield is 0.890. (3) The reactants are Cl[S:2]([N:5]=[C:6]=[O:7])(=[O:4])=[O:3].[CH3:8][O:9][C:10]1[CH:16]=[CH:15][C:13]([NH2:14])=[CH:12][CH:11]=1.[Cl-].[Al+3].[Cl-].[Cl-]. The catalyst is [N+](CC)([O-])=O. The product is [CH3:8][O:9][C:10]1[CH:16]=[CH:15][C:13]2[NH:14][C:6](=[O:7])[NH:5][S:2](=[O:4])(=[O:3])[C:12]=2[CH:11]=1. The yield is 0.790.